This data is from Catalyst prediction with 721,799 reactions and 888 catalyst types from USPTO. The task is: Predict which catalyst facilitates the given reaction. (1) Reactant: [Br:1][C:2]1[CH:3]=[C:4]([N+:9]([O-:11])=[O:10])[C:5](Cl)=[N:6][CH:7]=1.[NH:12]1[CH2:17][CH2:16][CH2:15][CH2:14][CH2:13]1. Product: [Br:1][C:2]1[CH:3]=[C:4]([N+:9]([O-:11])=[O:10])[C:5]([N:12]2[CH2:17][CH2:16][CH2:15][CH2:14][CH2:13]2)=[N:6][CH:7]=1. The catalyst class is: 58. (2) Reactant: [Cl:1][C:2]1[CH:3]=[C:4]([F:16])[C:5]([C:8]([F:15])([F:14])[C:9](OCC)=[O:10])=[N:6][CH:7]=1.[BH4-].[Na+]. Product: [Cl:1][C:2]1[CH:3]=[C:4]([F:16])[C:5]([C:8]([F:15])([F:14])[CH2:9][OH:10])=[N:6][CH:7]=1. The catalyst class is: 8. (3) Reactant: C(Cl)(=O)C(Cl)=O.CS(C)=O.[N:11]1[CH:16]=[CH:15][C:14]([C:17]2[CH:24]=[CH:23][C:20]([CH2:21][OH:22])=[CH:19][CH:18]=2)=[CH:13][CH:12]=1.CCN(CC)CC. Product: [N:11]1[CH:16]=[CH:15][C:14]([C:17]2[CH:24]=[CH:23][C:20]([CH:21]=[O:22])=[CH:19][CH:18]=2)=[CH:13][CH:12]=1. The catalyst class is: 2. (4) Reactant: [CH3:1][O:2][C:3]([C:5]1[CH:6]=[C:7]2[CH:13]=[CH:12][N:11]([S:14]([C:17]3[CH:22]=[CH:21][CH:20]=[CH:19][CH:18]=3)(=[O:16])=[O:15])[C:8]2=[N:9][CH:10]=1)=[O:4].C([N-]C(C)C)(C)C.[Li+].C([Li])CCC.CCCCCC.C(NC(C)C)(C)C.[CH:49](=[O:54])[CH2:50][CH:51]([CH3:53])[CH3:52]. Product: [CH3:1][O:2][C:3]([C:5]1[CH:6]=[C:7]2[CH:13]=[C:12]([CH:49]([OH:54])[CH2:50][CH:51]([CH3:53])[CH3:52])[N:11]([S:14]([C:17]3[CH:22]=[CH:21][CH:20]=[CH:19][CH:18]=3)(=[O:16])=[O:15])[C:8]2=[N:9][CH:10]=1)=[O:4]. The catalyst class is: 7.